Dataset: Reaction yield outcomes from USPTO patents with 853,638 reactions. Task: Predict the reaction yield, written as a fraction of the theoretical maximum amount of product (1.0 means a 100% yield; for example, 0.34 means a 34% yield). The reactants are [C:1]([O:4][CH2:5]/[CH:6]=[CH:7]/[C:8]1[C:9]([NH:20][C:21]2[CH:25]=[C:24]([CH:26]3[CH2:28][CH2:27]3)[N:23](C(=O)C)[N:22]=2)=[N:10][C:11]([C:14]2[CH:19]=[CH:18][CH:17]=[CH:16][CH:15]=2)=[N:12][CH:13]=1)(=[O:3])[CH3:2].C([O-])(O)=O.[Na+]. The catalyst is CCO. The product is [C:1]([O:4][CH2:5]/[CH:6]=[CH:7]/[C:8]1[C:9]([NH:20][C:21]2[CH:25]=[C:24]([CH:26]3[CH2:28][CH2:27]3)[NH:23][N:22]=2)=[N:10][C:11]([C:14]2[CH:19]=[CH:18][CH:17]=[CH:16][CH:15]=2)=[N:12][CH:13]=1)(=[O:3])[CH3:2]. The yield is 0.111.